This data is from Drug-target binding data from BindingDB using Ki measurements. The task is: Regression. Given a target protein amino acid sequence and a drug SMILES string, predict the binding affinity score between them. We predict pKi (pKi = -log10(Ki in M); higher means stronger inhibition). Dataset: bindingdb_ki. (1) The small molecule is N[C@@H](CCSC[C@@H](O)[C@@H](O)C(=O)NO)C(=O)O. The target protein (P45578) has sequence MPLLDSFTVDHTRMEAPAVRVAKTMNTPHGDAITVFDLRFCVPNKEVMPERGIHTLEHLFAGFMRNHLNGNGVEIIDISPMGCRTGFYMSLIGTPDEQRVADAWKAAMEDVLKVQDQNQIPELNVYQCGTYQMHSLQEAQDIARSILERDVRINSNEELALPKEKLQELHI. The pKi is 5.5. (2) The small molecule is CNC(=O)[C@H]1O[C@@H](n2cnc3c(NCc4cccc(I)c4)nc(Cl)nc32)[C@H](O)[C@@H]1O. The target protein (O54698) has sequence MTTSHQPQDRYKAVWLIFFVLGLGTLLPWNFFITATQYFTSRLNTSQNISLVTNQSCESTEALADPSVSLPARSSLSAIFNNVMTLCAMLPLLIFTCLNSFLHQKVSQSLRILGSLLAILLVFLVTATLVKVQMDALSFFIITMIKIVLINSFGAILQASLFGLAGVLPANYTAPIMSGQGLAGFFTSVAMICAVASGSKLSESAFGYFITACAVVILAILCYLALPWMEFYRHYLQLNLAGPAEQETKLDLISEGEEPRGGREESGVPGPNSLPANRNQSIKAILKSIWVLALSVCFIFTVTIGLFPAVTAEVESSIAGTSPWKNCYFIPVACFLNFNVFDWLGRSLTAICMWPGQDSRWLPVLVACRVVFIPLLMLCNVKQHHYLPSLFKHDVWFITFMAAFAFSNGYLASLCMCFGPKKVKPAEAETAGNIMSFFLCLGLALGAVLSFLLRALV. The pKi is 4.8. (3) The drug is CNC(CC(=O)O)C(=O)O. The target protein sequence is MPNTTLTYDIQRINLFDSFEASRRACDQLALGVAALFGPSHSSSVSAVQSICNALEVPHIQTRWKHPSVDNKDLFYINLYPDYAAISRAVLDLVLYYNWKTVTVVYEDSTGLIRLQELIKAPSRYNIKIKIRQLPSGNKDAKPLLKEMKKGKEFYVIFDCSHETAAEILKQILFMGMMTEYYHYFFTTLDLFALDLELYRYSGVNMTGFRLLNIDNPHVSSIIEKWSMERLQAPPRPETGLLDGMMTTEAALMYDAVYMVAIASHRASQLTVSSLQCHRHKPWRLGPRFMNLIKEAQWDGLTGRITFNKTDGLRKNFDLDIISLKEEGTEKAAGEVSKHLYKVWKKIGIWNSNSGLNMTEGNKDRSNNITDSLANRTLIVTTILEEPYVMYKKSDKPLYGNDRFEGYCLDLLKELSNILGFIYDVKLVPDGKYGAQNDKGEWNGMVKELIDHKADLAVAPLTITYVREKVIDFSKPFMTLGISILYRKPNGTNPGVFSFL.... The pKi is 5.0.